This data is from Full USPTO retrosynthesis dataset with 1.9M reactions from patents (1976-2016). The task is: Predict the reactants needed to synthesize the given product. Given the product [Br:21][C:11]1[N:10]([C:19]2[N:18]=[CH:17][N:16]=[C:14]([NH2:15])[C:13]=2[N:12]=1)[C@@H:3]1[O:4][C@H:5]([CH2:8][OH:9])[C@@H:6]([OH:7])[C@@:2]1([CH3:1])[OH:20], predict the reactants needed to synthesize it. The reactants are: [CH3:1][C@@:2]1([OH:20])[C@H:6]([OH:7])[C@@H:5]([CH2:8][OH:9])[O:4][C@H:3]1[N:10]1[C:19]2[N:18]=[CH:17][N:16]=[C:14]([NH2:15])[C:13]=2[N:12]=[CH:11]1.[Br:21]N1C(=O)CCC1=O.